Task: Predict the product of the given reaction.. Dataset: Forward reaction prediction with 1.9M reactions from USPTO patents (1976-2016) (1) Given the reactants [Br:1][C:2]1[CH:7]=[CH:6][C:5]([CH2:8]O)=[C:4]([S:10]([CH3:13])(=[O:12])=[O:11])[CH:3]=1.P(Br)(Br)([Br:16])=O.P(Br)(Br)Br, predict the reaction product. The product is: [Br:1][C:2]1[CH:7]=[CH:6][C:5]([CH2:8][Br:16])=[C:4]([S:10]([CH3:13])(=[O:12])=[O:11])[CH:3]=1. (2) Given the reactants [O:1]1[CH:5]=[CH:4][CH:3]=[C:2]1[C:6]([OH:8])=O.C1C=CC2N(O)N=NC=2C=1.CCN=C=NCCCN(C)C.FC(F)(F)C(O)=O.[NH2:37][CH2:38][CH2:39][N:40]1[C:44]2[CH:45]=[CH:46][C:47]([C:49]([N:51]3[CH2:57][C:56]4([CH3:59])[CH2:58][CH:52]3[CH2:53][C:54]([CH3:61])([CH3:60])[CH2:55]4)=[O:50])=[CH:48][C:43]=2[N:42]=[CH:41]1, predict the reaction product. The product is: [CH3:59][C:56]12[CH2:58][CH:52]([N:51]([C:49]([C:47]3[CH:46]=[CH:45][C:44]4[N:40]([CH2:39][CH2:38][NH:37][C:6]([C:2]5[O:1][CH:5]=[CH:4][CH:3]=5)=[O:8])[CH:41]=[N:42][C:43]=4[CH:48]=3)=[O:50])[CH2:57]1)[CH2:53][C:54]([CH3:61])([CH3:60])[CH2:55]2.